This data is from Full USPTO retrosynthesis dataset with 1.9M reactions from patents (1976-2016). The task is: Predict the reactants needed to synthesize the given product. (1) Given the product [F:20][C:8]1([F:7])[O:12][C:11]2[CH:13]=[CH:14][C:15]([CH2:17][OH:18])=[CH:16][C:10]=2[O:9]1, predict the reactants needed to synthesize it. The reactants are: [H-].[H-].[H-].[H-].[Li+].[Al+3].[F:7][C:8]1([F:20])[O:12][C:11]2[CH:13]=[CH:14][C:15]([C:17](O)=[O:18])=[CH:16][C:10]=2[O:9]1.O.[OH-].[Na+]. (2) Given the product [Cl:36][C:37]1[CH:42]=[CH:41][C:40]([C:12]2([O:33][CH3:1])[C@H:11]([OH:10])[C@@H:16]([OH:17])[C@H:15]([OH:22])[C@@H:14]([CH2:27][OH:28])[O:13]2)=[CH:39][C:38]=1[CH2:44][C:45]1[CH:50]=[CH:49][C:48]([O:51][CH2:52][CH2:53][O:54][CH:55]2[CH2:57][CH2:56]2)=[CH:47][CH:46]=1, predict the reactants needed to synthesize it. The reactants are: [CH:1]([Mg]Cl)(C)C.[Li+].[Cl-].C[Si](C)(C)[O:10][C@@H:11]1[C@@H:16]([O:17][Si](C)(C)C)[C@H:15]([O:22][Si](C)(C)C)[C@@H:14]([CH2:27][O:28][Si](C)(C)C)[O:13][C:12]1=[O:33].[Cl:36][C:37]1[CH:42]=[CH:41][C:40](I)=[CH:39][C:38]=1[CH2:44][C:45]1[CH:50]=[CH:49][C:48]([O:51][CH2:52][CH2:53][O:54][CH:55]2[CH2:57][CH2:56]2)=[CH:47][CH:46]=1.Cl. (3) Given the product [CH:1]12[CH2:8][CH:7]3[CH2:6][CH:5]([CH2:4][CH:3]([CH2:9]3)[CH:2]1[N:11]1[CH:15]=[C:14]([CH2:16][C:17]([F:20])([F:18])[F:19])[N:13]([CH3:23])[C:12]1=[O:21])[CH2:10]2, predict the reactants needed to synthesize it. The reactants are: [CH:1]12[CH2:10][CH:5]3[CH2:6][CH:7]([CH2:9][CH:3]([CH2:4]3)[CH:2]1[N:11]1[CH:15]=[C:14]([CH2:16][C:17]([F:20])([F:19])[F:18])[NH:13][C:12]1=[O:21])[CH2:8]2.I[CH3:23]. (4) Given the product [C:6]([C:4]1[N:3]=[CH:2][N:1]([CH2:13][C:14]([O:16][CH2:17][CH3:18])=[O:15])[CH:5]=1)#[N:7], predict the reactants needed to synthesize it. The reactants are: [NH:1]1[CH:5]=[C:4]([C:6]#[N:7])[N:3]=[CH:2]1.[O-]CC.[Na+].Br[CH2:13][C:14]([O:16][CH2:17][CH3:18])=[O:15]. (5) Given the product [S:12]1[C:13]2[CH:19]=[CH:18][CH:17]=[CH:16][C:14]=2[CH:15]=[C:11]1[C:5]1[CH:4]=[CH:3][C:2]([NH:1][C:29](=[O:30])[CH:28]([Br:27])[CH2:32][CH3:33])=[CH:10][C:6]=1[C:7]([NH2:9])=[O:8], predict the reactants needed to synthesize it. The reactants are: [NH2:1][C:2]1[CH:3]=[CH:4][C:5]([C:11]2[S:12][C:13]3[CH:19]=[CH:18][CH:17]=[CH:16][C:14]=3[CH:15]=2)=[C:6]([CH:10]=1)[C:7]([NH2:9])=[O:8].C(N(CC)CC)C.[Br:27][CH:28]([CH2:32][CH3:33])[C:29](Br)=[O:30].